This data is from Reaction yield outcomes from USPTO patents with 853,638 reactions. The task is: Predict the reaction yield, written as a fraction of the theoretical maximum amount of product (1.0 means a 100% yield; for example, 0.34 means a 34% yield). (1) The reactants are [F:1][B-:2]1([F:84])[N:7]2[C:8]([CH3:12])=[CH:9][C:10]([CH3:11])=[C:6]2[CH:5]=[C:4]2[CH:13]=[CH:14][C:15]([CH2:16][CH2:17][CH2:18][CH2:19][C:20]([NH:22][CH2:23][CH2:24][O:25][CH2:26][CH2:27][O:28][CH2:29][CH2:30][NH:31][C:32]([O:34][CH:35]3[CH:47]=[CH:46][CH:45]([CH3:48])[CH:44]([C:49]([CH3:70])=[CH:50][CH:51]=[CH:52][CH:53]([CH3:69])[CH2:54][CH:55]4[O:68][CH:56]4[CH:57]([CH3:67])[CH:58]([O:61]C(OCC)C)[CH2:59][CH3:60])[O:43][C:41](=[O:42])[CH2:40][CH:39]([O:71]C(OCC)C)[CH2:38][CH2:37][C:36]3([O:78]C(OCC)C)[CH3:77])=[O:33])=[O:21])=[N+:3]12.C1(C)C=CC(S([O-])(=O)=O)=CC=1.[NH+]1C=CC=CC=1. The catalyst is CO. The product is [F:84][B-:2]1([F:1])[N:7]2[C:8]([CH3:12])=[CH:9][C:10]([CH3:11])=[C:6]2[CH:5]=[C:4]2[CH:13]=[CH:14][C:15]([CH2:16][CH2:17][CH2:18][CH2:19][C:20]([NH:22][CH2:23][CH2:24][O:25][CH2:26][CH2:27][O:28][CH2:29][CH2:30][NH:31][C:32]([O:34][CH:35]3[CH:47]=[CH:46][CH:45]([CH3:48])[CH:44]([C:49]([CH3:70])=[CH:50][CH:51]=[CH:52][CH:53]([CH3:69])[CH2:54][CH:55]4[O:68][CH:56]4[CH:57]([CH3:67])[CH:58]([OH:61])[CH2:59][CH3:60])[O:43][C:41](=[O:42])[CH2:40][CH:39]([OH:71])[CH2:38][CH2:37][C:36]3([OH:78])[CH3:77])=[O:33])=[O:21])=[N+:3]12. The yield is 0.870. (2) The reactants are [C:1]([O:10]C)(=O)[C:2]1[C:3](=[CH:5][CH:6]=[CH:7][CH:8]=1)[SH:4].[C:12]([C:14]1[CH:19]=[CH:18][CH:17]=[C:16]([S:20][CH3:21])[N:15]=1)#[N:13].C(N(CC)CC)C. The catalyst is C1(C)C=CC=CC=1. The product is [CH3:21][S:20][C:16]1[N:15]=[C:14]([C:12]2[S:4][C:3]3[CH:5]=[CH:6][CH:7]=[CH:8][C:2]=3[C:1](=[O:10])[N:13]=2)[CH:19]=[CH:18][CH:17]=1. The yield is 0.370. (3) The reactants are [NH2:1][C:2]1[CH2:6][S:5][C:4](=[O:7])[N:3]=1.CC(C)([O-])C.[K+].[CH:14]([C:16]1[CH:34]=[CH:33][C:19]([O:20][C:21]2[CH:28]=[CH:27][C:24]([C:25]#[N:26])=[CH:23][C:22]=2[C:29]([F:32])([F:31])[F:30])=[C:18]([O:35][CH3:36])[CH:17]=1)=O.[Cl-].[NH4+]. The catalyst is CN(C)C=O. The product is [NH2:1][C:2]1=[N:3][C:4](=[O:7])[S:5]/[C:6]/1=[CH:14]\[C:16]1[CH:34]=[CH:33][C:19]([O:20][C:21]2[CH:28]=[CH:27][C:24]([C:25]#[N:26])=[CH:23][C:22]=2[C:29]([F:30])([F:31])[F:32])=[C:18]([O:35][CH3:36])[CH:17]=1. The yield is 0.370. (4) The reactants are [OH:1][C:2]([CH3:42])([CH3:41])[CH:3]([CH3:40])[O:4][C@H:5]1[CH2:10][CH2:9][C@H:8]([N:11]2[C:16](=[O:17])[C:15]([CH2:18][C:19]3[CH:24]=[CH:23][C:22]([C:25]4[C:26]([C:31]#[N:32])=[CH:27][CH:28]=[CH:29][CH:30]=4)=[CH:21][CH:20]=3)=[C:14]([CH2:33][CH2:34][CH3:35])[N:13]3[N:36]=[C:37]([CH3:39])[N:38]=[C:12]23)[CH2:7][CH2:6]1.C[Si]([N:47]=[N+:48]=[N-:49])(C)C.C([Sn](=O)CCCC)CCC.C1(C)C=CC=CC=1. The catalyst is O.C(OCC)(=O)C. The product is [OH:1][C:2]([CH3:41])([CH3:42])[CH:3]([CH3:40])[O:4][C@H:5]1[CH2:10][CH2:9][C@H:8]([N:11]2[C:16](=[O:17])[C:15]([CH2:18][C:19]3[CH:24]=[CH:23][C:22]([C:25]4[CH:30]=[CH:29][CH:28]=[CH:27][C:26]=4[C:31]4[NH:49][N:48]=[N:47][N:32]=4)=[CH:21][CH:20]=3)=[C:14]([CH2:33][CH2:34][CH3:35])[N:13]3[N:36]=[C:37]([CH3:39])[N:38]=[C:12]23)[CH2:7][CH2:6]1. The yield is 0.260.